From a dataset of Full USPTO retrosynthesis dataset with 1.9M reactions from patents (1976-2016). Predict the reactants needed to synthesize the given product. (1) Given the product [OH:17][CH:14]([CH2:15][OH:16])[CH2:13][N:12]([CH2:2][C:3]1[CH:4]=[C:5]([CH:8]=[CH:9][CH:10]=1)[C:6]#[N:7])[CH3:11], predict the reactants needed to synthesize it. The reactants are: Br[CH2:2][C:3]1[CH:4]=[C:5]([CH:8]=[CH:9][CH:10]=1)[C:6]#[N:7].[CH3:11][NH:12][CH2:13][CH:14]([OH:17])[CH2:15][OH:16]. (2) Given the product [Cl:2][C:3]1[CH:8]=[CH:7][C:6]([NH:9][C:10](=[O:11])[C:12]2[CH:13]=[CH:14][C:15]([CH2:16][N:17]3[CH2:22][CH2:21][NH:20][CH2:19][C:18]3=[O:30])=[CH:31][CH:32]=2)=[CH:5][C:4]=1[C:33]1[CH:38]=[CH:37][CH:36]=[CH:35][N:34]=1, predict the reactants needed to synthesize it. The reactants are: Cl.[Cl:2][C:3]1[CH:8]=[CH:7][C:6]([NH:9][C:10]([C:12]2[CH:32]=[CH:31][C:15]([CH2:16][N:17]3[CH2:22][CH2:21][N:20](C(OC(C)(C)C)=O)[CH2:19][C:18]3=[O:30])=[CH:14][CH:13]=2)=[O:11])=[CH:5][C:4]=1[C:33]1[CH:38]=[CH:37][CH:36]=[CH:35][N:34]=1. (3) The reactants are: [F:1][C:2]1[CH:11]=[C:10]([CH2:12][OH:13])[CH:9]=[CH:8][C:3]=1[C:4]([O:6][CH3:7])=[O:5]. Given the product [F:1][C:2]1[CH:11]=[C:10]([CH:12]=[O:13])[CH:9]=[CH:8][C:3]=1[C:4]([O:6][CH3:7])=[O:5], predict the reactants needed to synthesize it. (4) Given the product [F:24][C:21]1[CH:20]=[CH:19][C:18]([CH:12]([C:3]2[C:2](=[O:1])[C:7]([CH3:8])=[C:6]([CH3:9])[C:5](=[O:10])[C:4]=2[CH3:11])[CH2:13][CH2:14][C:15]([OH:17])=[O:16])=[CH:23][CH:22]=1, predict the reactants needed to synthesize it. The reactants are: [OH:1][C:2]1[C:7]([CH3:8])=[C:6]([CH3:9])[C:5]([OH:10])=[C:4]([CH3:11])[C:3]=1[CH:12]([C:18]1[CH:23]=[CH:22][C:21]([F:24])=[CH:20][CH:19]=1)[CH2:13][CH2:14][C:15]([OH:17])=[O:16].[N+]([O-])([O-])=O.[Ce].[NH4+].O.CCOCC. (5) Given the product [NH:4]1[CH2:10][CH2:9][CH2:8][CH2:7][CH:6]([N:11]([CH3:1])[C:12]2[C:13]3[CH:21]=[CH:20][N:19]([S:22]([C:25]4[CH:31]=[CH:30][C:28]([CH3:29])=[CH:27][CH:26]=4)(=[O:24])=[O:23])[C:14]=3[N:15]=[CH:16][N:17]=2)[CH2:5]1, predict the reactants needed to synthesize it. The reactants are: [CH:1](=O)C.[NH:4]1[CH2:10][CH2:9][CH2:8][CH2:7][CH:6]([NH:11][C:12]2[C:13]3[CH:21]=[CH:20][N:19]([S:22]([C:25]4[CH:31]=[CH:30][C:28]([CH3:29])=[CH:27][CH:26]=4)(=[O:24])=[O:23])[C:14]=3[N:15]=[C:16](C)[N:17]=2)[CH2:5]1.CCN=C=NCCCN(C)C.C1C=CC2N(O)N=NC=2C=1.CCN(C(C)C)C(C)C. (6) Given the product [Cl:19][C:16]1[CH:15]=[CH:14][C:13]([C:11]([N:10]2[C:9]3[C:4](=[CH:5][C:6]([O:20][CH3:21])=[CH:7][CH:8]=3)[C:3]([CH2:22][C:23]([NH:35][CH2:34][CH2:33][NH:32][C:31](=[O:36])[O:30][C:26]([CH3:29])([CH3:27])[CH3:28])=[O:24])=[C:2]2[CH3:1])=[O:12])=[CH:18][CH:17]=1, predict the reactants needed to synthesize it. The reactants are: [CH3:1][C:2]1[N:10]([C:11]([C:13]2[CH:14]=[CH:15][C:16]([Cl:19])=[CH:17][CH:18]=2)=[O:12])[C:9]2[CH:8]=[CH:7][C:6]([O:20][CH3:21])=[CH:5][C:4]=2[C:3]=1[CH2:22][C:23](O)=[O:24].[C:26]([O:30][C:31](=[O:36])[NH:32][CH2:33][CH2:34][NH2:35])([CH3:29])([CH3:28])[CH3:27].Cl.C(N=C=NCCCN(C)C)C.ON1C2C=CC=CC=2N=N1.C(N(CC)C(C)C)(C)C.